This data is from Reaction yield outcomes from USPTO patents with 853,638 reactions. The task is: Predict the reaction yield, written as a fraction of the theoretical maximum amount of product (1.0 means a 100% yield; for example, 0.34 means a 34% yield). (1) The reactants are Br[CH2:2][CH2:3][CH2:4][S:5]([CH2:8][CH2:9][CH2:10][S:11]([CH2:14][CH2:15][C:16]([O:18][CH3:19])=[O:17])(=[O:13])=[O:12])(=[O:7])=[O:6].[C:20]([OH:23])(=[S:22])[CH3:21].CCN(C(C)C)C(C)C. The catalyst is C1COCC1. The product is [C:20]([S:22][CH2:2][CH2:3][CH2:4][S:5]([CH2:8][CH2:9][CH2:10][S:11]([CH2:14][CH2:15][C:16]([O:18][CH3:19])=[O:17])(=[O:13])=[O:12])(=[O:7])=[O:6])(=[O:23])[CH3:21]. The yield is 0.800. (2) The reactants are [CH3:1][S:2]([C:5]1[N:6]=[CH:7][C:8]([CH:11]2[CH2:16][CH2:15][CH:14]([O:17][CH2:18][CH:19]3[CH2:24][CH2:23][N:22]([C:25](OC(C)(C)C)=O)[CH2:21][CH2:20]3)[CH2:13][CH2:12]2)=[N:9][CH:10]=1)(=[O:4])=[O:3].CS(C1N=CC(C2CCC(OCOC(N3CCCCC3)=O)CC2)=NC=1)(=O)=O.Cl.C(N(C(C)C)C(C)C)C.ClC1[N:75]=[CH:74][C:73]([CH2:76][CH3:77])=[CH:72][N:71]=1. The catalyst is ClCCl.O1CCOCC1. The product is [CH2:76]([C:73]1[CH:72]=[N:71][C:25]([N:22]2[CH2:23][CH2:24][CH:19]([CH2:18][O:17][CH:14]3[CH2:13][CH2:12][CH:11]([C:8]4[CH:7]=[N:6][C:5]([S:2]([CH3:1])(=[O:4])=[O:3])=[CH:10][N:9]=4)[CH2:16][CH2:15]3)[CH2:20][CH2:21]2)=[N:75][CH:74]=1)[CH3:77]. The yield is 0.127. (3) The reactants are [BrH:1].[CH2:2]([C:6]1[CH:12]=[CH:11][CH:10]=[CH:9][C:7]=1N)[CH:3]([CH3:5])[CH3:4].N([O-])=O.[Na+].O.O.O.O.O.O.O.O.O.O.C(=O)([O-])[O-].[Na+].[Na+]. No catalyst specified. The product is [Br:1][C:7]1[CH:9]=[CH:10][CH:11]=[CH:12][C:6]=1[CH2:2][CH:3]([CH3:5])[CH3:4]. The yield is 0.250. (4) The reactants are [NH2:1][C@H:2]1[CH2:7][CH2:6][C@H:5]([CH2:8][CH2:9][N:10]2[CH2:15][CH2:14][CH:13]([C:16]([C:18]3[CH:23]=[CH:22][C:21]([F:24])=[CH:20][CH:19]=3)=[O:17])[CH2:12][CH2:11]2)[CH2:4][CH2:3]1.[CH3:25][O:26][C:27](O[C:27]([O:26][CH3:25])=[O:28])=[O:28].C(N(CC)CC)C.C(=O)(O)[O-].[Na+]. The catalyst is ClCCl. The product is [CH3:25][O:26][C:27](=[O:28])[NH:1][C@H:2]1[CH2:7][CH2:6][C@H:5]([CH2:8][CH2:9][N:10]2[CH2:11][CH2:12][CH:13]([C:16](=[O:17])[C:18]3[CH:23]=[CH:22][C:21]([F:24])=[CH:20][CH:19]=3)[CH2:14][CH2:15]2)[CH2:4][CH2:3]1. The yield is 0.691.